This data is from Full USPTO retrosynthesis dataset with 1.9M reactions from patents (1976-2016). The task is: Predict the reactants needed to synthesize the given product. Given the product [C:18]([C:15]1[CH:16]=[CH:17][C:10]2[O:9][C:8]([C:6]([OH:7])=[O:5])=[C:12]([CH3:13])[C:11]=2[C:14]=1[O:20][CH3:21])#[N:19], predict the reactants needed to synthesize it. The reactants are: C([O:5][C:6]([C:8]1[O:9][C:10]2[CH:17]=[CH:16][C:15]([C:18]#[N:19])=[C:14]([O:20][CH3:21])[C:11]=2[C:12]=1[CH3:13])=[O:7])(C)(C)C.C(O)(C(F)(F)F)=O.ClCCl.